From a dataset of Reaction yield outcomes from USPTO patents with 853,638 reactions. Predict the reaction yield, written as a fraction of the theoretical maximum amount of product (1.0 means a 100% yield; for example, 0.34 means a 34% yield). (1) The reactants are C(N(CC)CC)C.[C:19]([O:18][C:16](O[C:16]([O:18][C:19]([CH3:22])([CH3:21])[CH3:20])=[O:17])=[O:17])([CH3:22])([CH3:21])[CH3:20].[NH:23]1[C:31]2[C:26](=[N:27][CH:28]=[CH:29][CH:30]=2)[C:25]([N:32]2[CH2:36][CH2:35][CH:34]([NH2:37])[CH2:33]2)=[CH:24]1. The catalyst is O1CCCC1. The product is [NH:23]1[C:31]2[C:26](=[N:27][CH:28]=[CH:29][CH:30]=2)[C:25]([N:32]2[CH2:36][CH2:35][CH:34]([NH:37][C:16](=[O:17])[O:18][C:19]([CH3:20])([CH3:21])[CH3:22])[CH2:33]2)=[CH:24]1. The yield is 0.260. (2) The reactants are [CH2:1]([O:8][C:9]([NH:11][CH:12]1[N:18]=[C:17]([CH2:19][CH3:20])[C:16]2[CH:21]=[CH:22][CH:23]=[C:24]([CH3:25])[C:15]=2[N:14]([CH2:26][C:27]([OH:29])=O)[C:13]1=[O:30])=[O:10])[C:2]1[CH:7]=[CH:6][CH:5]=[CH:4][CH:3]=1.Cl.C(N=C=NCCCN(C)C)C.ON1C2C=CC=CC=2N=N1.[CH:53]12[CH2:61][CH2:60][CH:57]([CH2:58][CH2:59]1)[CH2:56][NH:55][CH2:54]2.Cl. The catalyst is CN(C)C=O.C(OCC)(=O)C.C(N(CC)CC)C. The product is [CH:53]12[CH2:61][CH2:60][CH:57]([CH2:58][CH2:59]1)[CH2:56][N:55]([C:27]([CH2:26][N:14]1[C:15]3[C:24]([CH3:25])=[CH:23][CH:22]=[CH:21][C:16]=3[C:17]([CH2:19][CH3:20])=[N:18][CH:12]([NH:11][C:9]([O:8][CH2:1][C:2]3[CH:3]=[CH:4][CH:5]=[CH:6][CH:7]=3)=[O:10])[C:13]1=[O:30])=[O:29])[CH2:54]2. The yield is 0.799. (3) The reactants are Cl[C:2]1[N:7]2[N:8]=[CH:9][CH:10]=[C:6]2[N:5]=[C:4]([NH:11][C:12](=[O:23])[C:13]2[CH:18]=[CH:17][C:16]([C:19]([OH:22])([CH3:21])[CH3:20])=[CH:15][CH:14]=2)[CH:3]=1.[NH:24]1CCCC(C#N)C1.C[N:33]1[C:37](=[O:38])[CH2:36][CH2:35][CH2:34]1. The catalyst is CS(C)=O.CO. The product is [OH:22][C:19]([C:16]1[CH:17]=[CH:18][C:13]([C:12]([NH:11][C:4]2[CH:3]=[C:2]([N:24]3[CH2:35][CH2:34][NH:33][C:37](=[O:38])[CH2:36]3)[N:7]3[N:8]=[CH:9][CH:10]=[C:6]3[N:5]=2)=[O:23])=[CH:14][CH:15]=1)([CH3:21])[CH3:20]. The yield is 0.850. (4) The reactants are [NH2:1][C:2]1[CH:3]=[C:4]([C:8]#[C:9][C:10]2[N:11]([CH2:23][CH3:24])[C:12]3[C:17]([C:18]=2[C:19]#[N:20])=[CH:16][CH:15]=[C:14]([O:21][CH3:22])[CH:13]=3)[CH:5]=[CH:6][CH:7]=1.[CH2:25]([N:27]=[C:28]=[O:29])[CH3:26]. The catalyst is N1C=CC=CC=1.CCOC(C)=O. The product is [C:19]([C:18]1[C:17]2[C:12](=[CH:13][C:14]([O:21][CH3:22])=[CH:15][CH:16]=2)[N:11]([CH2:23][CH3:24])[C:10]=1[C:9]#[C:8][C:4]1[CH:3]=[C:2]([NH:1][C:28]([NH:27][CH2:25][CH3:26])=[O:29])[CH:7]=[CH:6][CH:5]=1)#[N:20]. The yield is 0.360. (5) The reactants are CC1(C)C(C)(C)OB([C:9]2[CH:14]=[CH:13][C:12]([CH:15]([N:17]3[C:25](=[O:26])[C:24]4[C:19](=[CH:20][CH:21]=[CH:22][CH:23]=4)[C:18]3=[O:27])[CH3:16])=[CH:11][CH:10]=2)O1.P([O-])([O-])([O-])=O.[K+].[K+].[K+].Br[C:38]1[CH2:39][C:40]([C:47]2[CH:52]=[C:51]([Cl:53])[CH:50]=[C:49]([Cl:54])[CH:48]=2)([C:43]([F:46])([F:45])[F:44])[O:41][CH:42]=1. The catalyst is CCOC(C)=O. The product is [Cl:53][C:51]1[CH:52]=[C:47]([C:40]2([C:43]([F:46])([F:45])[F:44])[CH2:39][C:38]([C:9]3[CH:14]=[CH:13][C:12]([CH:15]([N:17]4[C:25](=[O:26])[C:24]5[C:19](=[CH:20][CH:21]=[CH:22][CH:23]=5)[C:18]4=[O:27])[CH3:16])=[CH:11][CH:10]=3)=[CH:42][O:41]2)[CH:48]=[C:49]([Cl:54])[CH:50]=1. The yield is 0.270. (6) The reactants are [OH-:1].[CH2:2]([N+:4]([CH2:9][CH3:10])([CH2:7][CH3:8])[CH2:5][CH3:6])[CH3:3].[B:11]([OH:14])([OH:13])[OH:12].[C:15](O)(=O)[C:16]1[C:17](=[CH:19][CH:20]=[CH:21][CH:22]=1)[OH:18]. The catalyst is O. The product is [CH2:15]([O:12][B:11]([O-:14])[O:13][CH2:19][C:17]1[C:16](=[CH:22][CH:21]=[CH:9][CH:10]=1)[OH:1])[C:16]1[C:17](=[CH:19][CH:20]=[CH:21][CH:22]=1)[OH:18].[CH2:2]([N+:4]([CH2:9][CH3:10])([CH2:7][CH3:8])[CH2:5][CH3:6])[CH3:3]. The yield is 0.800. (7) The reactants are [CH3:1][N:2]1[N:6]=[C:5]([C:7]2[CH:12]=[CH:11][C:10]([OH:13])=[CH:9][CH:8]=2)[C:4]([C:14]2[CH:19]=[CH:18][N:17]=[CH:16][CH:15]=2)=[N:3]1.Cl.Cl[CH2:22][C:23]1[CH:32]=[CH:31][C:30]2[C:25](=[CH:26][CH:27]=[CH:28][CH:29]=2)[N:24]=1.C(=O)([O-])[O-].[Cs+].[Cs+]. The catalyst is CN(C)C=O. The product is [CH3:1][N:2]1[N:6]=[C:5]([C:7]2[CH:8]=[CH:9][C:10]([O:13][CH2:22][C:23]3[CH:32]=[CH:31][C:30]4[C:25](=[CH:26][CH:27]=[CH:28][CH:29]=4)[N:24]=3)=[CH:11][CH:12]=2)[C:4]([C:14]2[CH:19]=[CH:18][N:17]=[CH:16][CH:15]=2)=[N:3]1. The yield is 0.800. (8) The reactants are [F:1][C:2]1[CH:35]=[C:34]([F:36])[CH:33]=[CH:32][C:3]=1[O:4][C:5]1[CH:10]=[CH:9][C:8]([NH:11][S:12]([CH2:15][CH3:16])(=[O:14])=[O:13])=[CH:7][C:6]=1[C:17]1[C:25]2[C:20](=[C:21]([O:29]C)[N:22]=[C:23]([C:26]([OH:28])=[O:27])[CH:24]=2)[N:19]([CH3:31])[CH:18]=1.Cl. The catalyst is O1CCOCC1. The product is [F:1][C:2]1[CH:35]=[C:34]([F:36])[CH:33]=[CH:32][C:3]=1[O:4][C:5]1[CH:10]=[CH:9][C:8]([NH:11][S:12]([CH2:15][CH3:16])(=[O:14])=[O:13])=[CH:7][C:6]=1[C:17]1[C:25]2[CH:24]=[C:23]([C:26]([OH:28])=[O:27])[NH:22][C:21](=[O:29])[C:20]=2[N:19]([CH3:31])[CH:18]=1. The yield is 0.970. (9) The reactants are C(O)(=O)C(C)(C)C.C(=O)([O-])[O-].[K+].[K+].Br[C:15]1[CH:33]=[CH:32][C:31]([Cl:34])=[CH:30][C:16]=1[CH2:17][O:18][C:19]1[CH:28]=[C:27]2[C:22]([CH2:23][CH2:24][CH2:25][C:26]2=[O:29])=[CH:21][CH:20]=1. The catalyst is CC(N(C)C)=O.C([O-])(=O)C(C)(C)C.[Pd+2].C([O-])(=O)C(C)(C)C.FC1C=CC(P(C2C=CC(F)=CC=2)C2C=CC(F)=CC=2)=CC=1. The product is [Cl:34][C:31]1[CH:32]=[CH:33][C:15]2[C:20]3[CH:21]=[C:22]4[CH2:23][CH2:24][CH2:25][C:26](=[O:29])[C:27]4=[CH:28][C:19]=3[O:18][CH2:17][C:16]=2[CH:30]=1. The yield is 0.670.